From a dataset of Full USPTO retrosynthesis dataset with 1.9M reactions from patents (1976-2016). Predict the reactants needed to synthesize the given product. (1) Given the product [CH:17]1([N:8]2[C:7](=[O:20])[C:6]3[C:11](=[C:2]([C:28]4[NH:27][C:26]5[CH:22]([CH3:21])[NH:23][C:24](=[O:39])[C:25]=5[CH:29]=4)[CH:3]=[CH:4][CH:5]=3)[NH:10][C@H:9]2[NH:12][C:13]2([CH3:16])[CH2:15][CH2:14]2)[CH2:19][CH2:18]1, predict the reactants needed to synthesize it. The reactants are: Br[C:2]1[CH:3]=[CH:4][CH:5]=[C:6]2[C:11]=1[N:10]=[C:9]([NH:12][C:13]1([CH3:16])[CH2:15][CH2:14]1)[N:8]([CH:17]1[CH2:19][CH2:18]1)[C:7]2=[O:20].[CH3:21][C@@H:22]1[C:26]2[NH:27][C:28](B3OC(C)(C)C(C)(C)O3)=[CH:29][C:25]=2[C:24](=[O:39])[NH:23]1.[O-]P([O-])([O-])=O.[K+].[K+].[K+]. (2) Given the product [O:1]1[CH2:6][C:5](=[O:7])[N:4]([C:18]([O:20][C:21]2[CH:26]=[CH:25][CH:24]=[CH:23][CH:22]=2)=[O:19])[C:3]2[N:8]=[CH:9][CH:10]=[CH:11][C:2]1=2, predict the reactants needed to synthesize it. The reactants are: [O:1]1[CH2:6][C:5](=[O:7])[NH:4][C:3]2[N:8]=[CH:9][CH:10]=[CH:11][C:2]1=2.C([Li])CCC.Cl[C:18]([O:20][C:21]1[CH:26]=[CH:25][CH:24]=[CH:23][CH:22]=1)=[O:19]. (3) Given the product [S:16]([OH:18])([OH:25])(=[O:17])=[O:22].[NH2:1][C:4]1[CH:9]=[CH:8][C:7]([NH:10][CH2:11][CH2:12][CH2:13][CH2:14][NH:15][S:16]([CH3:19])(=[O:18])=[O:17])=[CH:6][CH:5]=1.[S:16]([O-:18])([O-:25])(=[O:17])=[O:22].[S:16](=[O:18])(=[O:25])([OH:17])[OH:22], predict the reactants needed to synthesize it. The reactants are: [N+:1]([C:4]1[CH:9]=[CH:8][C:7]([NH:10][CH2:11][CH2:12][CH2:13][CH2:14][NH:15][S:16]([CH3:19])(=[O:18])=[O:17])=[CH:6][CH:5]=1)([O-])=O.[Cl-].[NH4+].[OH2:22].C([OH:25])C. (4) Given the product [Cl:1][C:2]1[N:10]=[CH:9][CH:8]=[CH:7][C:3]=1[C:4]([Cl:14])=[O:5], predict the reactants needed to synthesize it. The reactants are: [Cl:1][C:2]1[N:10]=[CH:9][CH:8]=[CH:7][C:3]=1[C:4](O)=[O:5].C(Cl)(=O)C([Cl:14])=O.CN(C=O)C. (5) The reactants are: [F:1][C:2]1[CH:39]=[CH:38][C:5]([C:6](/[N:8]=[C:9]2\[NH:10][C:11]3[CH:26]=[CH:25][C:24]([CH2:27][N:28]4[CH2:33][CH2:32][CH:31]([C:34]([OH:37])([CH3:36])[CH3:35])[CH2:30][CH2:29]4)=[CH:23][C:12]=3[N:13]\2[C@@H:14]2[CH2:19][CH2:18][C@H:17]([C:20]([OH:22])=O)[CH2:16][CH2:15]2)=[O:7])=[CH:4][CH:3]=1.CN(C(ON1N=[N:55][C:50]2C=[CH:52][CH:53]=[N:54][C:49]1=2)=[N+](C)C)C.F[P-](F)(F)(F)(F)F.CCN(C(C)C)C(C)C.N1CCNCC1. Given the product [F:1][C:2]1[CH:3]=[CH:4][C:5]([C:6](/[N:8]=[C:9]2\[NH:10][C:11]3[CH:26]=[CH:25][C:24]([CH2:27][N:28]4[CH2:29][CH2:30][CH:31]([C:34]([OH:37])([CH3:35])[CH3:36])[CH2:32][CH2:33]4)=[CH:23][C:12]=3[N:13]\2[C@H:14]2[CH2:19][CH2:18][C@@H:17]([C:20]([N:54]3[CH2:49][CH2:50][NH:55][CH2:52][CH2:53]3)=[O:22])[CH2:16][CH2:15]2)=[O:7])=[CH:38][CH:39]=1, predict the reactants needed to synthesize it. (6) Given the product [NH:29]([C:14]([CH:11]1[CH2:12][CH2:13][N:8]([C:6]([O:5][C:1]([CH3:4])([CH3:3])[CH3:2])=[O:7])[CH2:9][CH2:10]1)=[O:16])[NH2:30], predict the reactants needed to synthesize it. The reactants are: [C:1]([O:5][C:6]([N:8]1[CH2:13][CH2:12][CH:11]([C:14]([OH:16])=O)[CH2:10][CH2:9]1)=[O:7])([CH3:4])([CH3:3])[CH3:2].C(N1C=CN=C1)(N1C=CN=C1)=O.[NH2:29][NH2:30]. (7) Given the product [CH2:1]([O:4][C:5]([C:7]1[C:8]([O:14][CH2:15][CH:16]2[CH2:23][CH2:22][C:19]3([CH2:21][CH2:20]3)[CH2:18][CH2:17]2)=[N:9][C:10]([C:28]#[N:29])=[N:11][CH:12]=1)=[O:6])[CH:2]=[CH2:3], predict the reactants needed to synthesize it. The reactants are: [CH2:1]([O:4][C:5]([C:7]1[C:8]([O:14][CH2:15][CH:16]2[CH2:23][CH2:22][C:19]3([CH2:21][CH2:20]3)[CH2:18][CH2:17]2)=[N:9][C:10](Cl)=[N:11][CH:12]=1)=[O:6])[CH:2]=[CH2:3].[C-]#N.[K+].C1N2CC[N:29](CC2)[CH2:28]1.O. (8) Given the product [NH2:46][CH2:47][C:48]1[CH:53]=[CH:52][C:51]([C:54]([O:56][CH3:57])=[O:55])=[C:50]([F:58])[CH:49]=1, predict the reactants needed to synthesize it. The reactants are: C(OC(N1CCC2C(NCC3C=CC(C(O)=O)=C(F)C=3)=C(Cl)C=CC=2CC1)=O)(C)(C)C.[OH-].[Na+].ClC1C=CC2CCNCCC=2C=1[NH:46][CH2:47][C:48]1[CH:53]=[CH:52][C:51]([C:54]([O:56][CH3:57])=[O:55])=[C:50]([F:58])[CH:49]=1.C(OC(OC(OC(C)(C)C)=O)=O)(C)(C)C.OS([O-])(=O)=O.[K+]. (9) Given the product [NH:2]1[C:10]2[C:5](=[CH:6][C:7]([NH:11][C:12]3[C:13]4[CH:20]=[C:19]([C:21]5[CH2:22][CH2:23][N:24]([C:60](=[O:62])[CH3:61])[CH2:25][CH:26]=5)[NH:18][C:14]=4[N:15]=[CH:16][N:17]=3)=[CH:8][CH:9]=2)[CH:4]=[N:3]1, predict the reactants needed to synthesize it. The reactants are: Cl.[NH:2]1[C:10]2[C:5](=[CH:6][C:7]([NH:11][C:12]3[C:13]4[CH:20]=[C:19]([C:21]5[CH2:22][CH2:23][NH:24][CH2:25][CH:26]=5)[NH:18][C:14]=4[N:15]=[CH:16][N:17]=3)=[CH:8][CH:9]=2)[CH:4]=[N:3]1.CN(C(ON1N=NC2C=CC=NC1=2)=[N+](C)C)C.F[P-](F)(F)(F)(F)F.CCN(C(C)C)C(C)C.[C:60](O)(=[O:62])[CH3:61].